This data is from NCI-60 drug combinations with 297,098 pairs across 59 cell lines. The task is: Regression. Given two drug SMILES strings and cell line genomic features, predict the synergy score measuring deviation from expected non-interaction effect. (1) Drug 1: C(=O)(N)NO. Drug 2: CC(C)(C#N)C1=CC(=CC(=C1)CN2C=NC=N2)C(C)(C)C#N. Cell line: K-562. Synergy scores: CSS=-5.25, Synergy_ZIP=10.5, Synergy_Bliss=18.8, Synergy_Loewe=1.09, Synergy_HSA=0.893. (2) Drug 1: CC(CN1CC(=O)NC(=O)C1)N2CC(=O)NC(=O)C2. Drug 2: C1CN(CCN1C(=O)CCBr)C(=O)CCBr. Cell line: U251. Synergy scores: CSS=49.1, Synergy_ZIP=-11.4, Synergy_Bliss=-0.726, Synergy_Loewe=-0.657, Synergy_HSA=3.50. (3) Drug 1: C1=NC2=C(N1)C(=S)N=CN2. Drug 2: C1=NC2=C(N=C(N=C2N1C3C(C(C(O3)CO)O)F)Cl)N. Cell line: OVCAR3. Synergy scores: CSS=20.2, Synergy_ZIP=-7.30, Synergy_Bliss=-7.53, Synergy_Loewe=-5.18, Synergy_HSA=-4.30. (4) Drug 1: CCCCCOC(=O)NC1=NC(=O)N(C=C1F)C2C(C(C(O2)C)O)O. Drug 2: C1=CN(C=N1)CC(O)(P(=O)(O)O)P(=O)(O)O. Cell line: NCI-H322M. Synergy scores: CSS=1.30, Synergy_ZIP=-0.108, Synergy_Bliss=0.624, Synergy_Loewe=0.760, Synergy_HSA=-1.20. (5) Drug 1: C1C(C(OC1N2C=NC3=C(N=C(N=C32)Cl)N)CO)O. Drug 2: C1=NC2=C(N=C(N=C2N1C3C(C(C(O3)CO)O)F)Cl)N. Cell line: SF-295. Synergy scores: CSS=-1.63, Synergy_ZIP=-3.14, Synergy_Bliss=-9.75, Synergy_Loewe=-4.47, Synergy_HSA=-7.13. (6) Drug 1: C1CCN(CC1)CCOC2=CC=C(C=C2)C(=O)C3=C(SC4=C3C=CC(=C4)O)C5=CC=C(C=C5)O. Drug 2: C(CC(=O)O)C(=O)CN.Cl. Cell line: HCT116. Synergy scores: CSS=-2.82, Synergy_ZIP=1.53, Synergy_Bliss=-0.396, Synergy_Loewe=-3.64, Synergy_HSA=-3.13. (7) Drug 1: CC(C)CN1C=NC2=C1C3=CC=CC=C3N=C2N. Drug 2: CC1C(C(CC(O1)OC2CC(CC3=C2C(=C4C(=C3O)C(=O)C5=C(C4=O)C(=CC=C5)OC)O)(C(=O)CO)O)N)O.Cl. Cell line: SNB-19. Synergy scores: CSS=33.1, Synergy_ZIP=-3.35, Synergy_Bliss=-6.63, Synergy_Loewe=-11.5, Synergy_HSA=-3.67. (8) Drug 1: CN(C)N=NC1=C(NC=N1)C(=O)N. Drug 2: CC1CCC2CC(C(=CC=CC=CC(CC(C(=O)C(C(C(=CC(C(=O)CC(OC(=O)C3CCCCN3C(=O)C(=O)C1(O2)O)C(C)CC4CCC(C(C4)OC)O)C)C)O)OC)C)C)C)OC. Cell line: MALME-3M. Synergy scores: CSS=27.8, Synergy_ZIP=2.71, Synergy_Bliss=3.48, Synergy_Loewe=-18.9, Synergy_HSA=1.69. (9) Drug 1: CS(=O)(=O)C1=CC(=C(C=C1)C(=O)NC2=CC(=C(C=C2)Cl)C3=CC=CC=N3)Cl. Drug 2: C1=CC(=CC=C1CCCC(=O)O)N(CCCl)CCCl. Cell line: MOLT-4. Synergy scores: CSS=54.1, Synergy_ZIP=0.451, Synergy_Bliss=1.16, Synergy_Loewe=-11.8, Synergy_HSA=1.27.